Dataset: hERG Central: cardiac toxicity at 1µM, 10µM, and general inhibition. Task: Predict hERG channel inhibition at various concentrations. The molecule is CN(C)c1ccc(/C=C/c2ccc3ccccc3[n+]2C)cc1.[I-]. Results: hERG_inhib (hERG inhibition (general)): blocker.